Predict the product of the given reaction. From a dataset of Forward reaction prediction with 1.9M reactions from USPTO patents (1976-2016). Given the reactants CC(N(C)C)=O.[CH3:7][C:8]([CH3:11])([O-:10])[CH3:9].[Na+].[Br:13][C:14]1[CH:19]=[C:18](F)[CH:17]=[C:16]([F:21])[CH:15]=1, predict the reaction product. The product is: [Br:13][C:14]1[CH:15]=[C:16]([F:21])[CH:17]=[C:18]([O:10][C:8]([CH3:11])([CH3:9])[CH3:7])[CH:19]=1.